From a dataset of Forward reaction prediction with 1.9M reactions from USPTO patents (1976-2016). Predict the product of the given reaction. (1) Given the reactants [Br:1][C:2]1[CH:7]=[CH:6][C:5]([C:8]#[CH:9])=[C:4]([CH3:10])[CH:3]=1.[N+:11]([CH2:14][CH2:15][O:16][CH:17]1[CH2:22][CH2:21][CH2:20][CH2:19][O:18]1)([O-])=[O:12].C1(N=C=O)C=CC=CC=1.C(N(CC)CC)C, predict the reaction product. The product is: [Br:1][C:2]1[CH:7]=[CH:6][C:5]([C:8]2[O:12][N:11]=[C:14]([CH2:15][O:16][CH:17]3[CH2:22][CH2:21][CH2:20][CH2:19][O:18]3)[CH:9]=2)=[C:4]([CH3:10])[CH:3]=1. (2) Given the reactants [C:1]([C:3]1[N:4]=[CH:5][C:6]([Br:9])=[N:7][CH:8]=1)#N.[H-].C([Al+]CC(C)C)C(C)C.[OH:20]S(O)(=O)=O, predict the reaction product. The product is: [Br:9][C:6]1[N:7]=[CH:8][C:3]([CH:1]=[O:20])=[N:4][CH:5]=1. (3) Given the reactants [CH:1]([C:4]1[CH:9]=[CH:8][C:7]([CH:10]2[C:14]3[C:15]([CH3:22])=[C:16]([OH:21])[C:17]([CH3:20])=[C:18]([CH3:19])[C:13]=3[O:12][C:11]2([CH3:24])[CH3:23])=[CH:6][CH:5]=1)([CH3:3])[CH3:2].Cl.Cl[CH2:27][C:28]1[CH:29]=[N:30][CH:31]=[CH:32][CH:33]=1, predict the reaction product. The product is: [CH:1]([C:4]1[CH:9]=[CH:8][C:7]([CH:10]2[C:14]3[C:15]([CH3:22])=[C:16]([O:21][CH2:27][C:28]4[CH:29]=[N:30][CH:31]=[CH:32][CH:33]=4)[C:17]([CH3:20])=[C:18]([CH3:19])[C:13]=3[O:12][C:11]2([CH3:24])[CH3:23])=[CH:6][CH:5]=1)([CH3:3])[CH3:2]. (4) Given the reactants [Cl:1][C:2]1[CH:10]=[C:9]2[C:5]([C:6]([C:12]3[N:13]=[C:14]4[C:20]([C:21]([OH:23])=O)=[CH:19][N:18]([CH2:24][O:25][CH2:26][CH2:27][Si:28]([CH3:31])([CH3:30])[CH3:29])[C:15]4=[N:16][CH:17]=3)=[N:7][N:8]2[CH3:11])=[CH:4][CH:3]=1.[NH2:32][C@H:33]([CH3:42])[C:34]([N:36]1[CH2:39][C:38]([F:41])([F:40])[CH2:37]1)=[O:35].C1C=CC2N(O)N=NC=2C=1.C(Cl)CCl.C(N(CC)C(C)C)(C)C, predict the reaction product. The product is: [F:41][C:38]1([F:40])[CH2:39][N:36]([C:34](=[O:35])[C@H:33]([NH:32][C:21]([C:20]2[C:14]3[C:15](=[N:16][CH:17]=[C:12]([C:6]4[C:5]5[C:9](=[CH:10][C:2]([Cl:1])=[CH:3][CH:4]=5)[N:8]([CH3:11])[N:7]=4)[N:13]=3)[N:18]([CH2:24][O:25][CH2:26][CH2:27][Si:28]([CH3:30])([CH3:31])[CH3:29])[CH:19]=2)=[O:23])[CH3:42])[CH2:37]1. (5) Given the reactants [CH3:1][N:2]1[C:11]2[C:6](=[CH:7][C:8](B3OC(C)(C)C(C)(C)O3)=[CH:9][CH:10]=2)[CH2:5][CH2:4][C:3]1=[O:21].Br[C:23]1[CH:24]=[C:25]([CH2:29][N:30]2[C@H:34]([C:35]([CH3:43])([CH3:42])[O:36][SiH2:37][C:38]([CH3:41])([CH3:40])[CH3:39])[CH2:33][CH2:32][C:31]2=[O:44])[CH:26]=[N:27][CH:28]=1, predict the reaction product. The product is: [C:38]([SiH2:37][O:36][C:35]([CH3:43])([CH3:42])[C@@H:34]1[CH2:33][CH2:32][C:31](=[O:44])[N:30]1[CH2:29][C:25]1[CH:24]=[C:23]([C:8]2[CH:7]=[C:6]3[C:11](=[CH:10][CH:9]=2)[N:2]([CH3:1])[C:3](=[O:21])[CH2:4][CH2:5]3)[CH:28]=[N:27][CH:26]=1)([CH3:41])([CH3:39])[CH3:40]. (6) Given the reactants [CH3:1][N:2]1[C:10]2[CH:9]=[C:8]([C:11]3[CH:16]=[CH:15][C:14]([O:17][CH2:18][CH2:19]C4CCNCC4)=[C:13]([C:26]([F:29])([F:28])[F:27])[CH:12]=3)[N:7]=[C:6]([C:30]#[N:31])[C:5]=2[N:4]=[CH:3]1.[CH3:32][N:33](C)[CH2:34]C(O)=O.CCN(C(C)C)C(C)C.CN(C(ON1N=NC2C=CC=NC1=2)=[N+](C)C)C.F[P-](F)(F)(F)(F)F, predict the reaction product. The product is: [CH3:1][N:2]1[C:10]2[CH:9]=[C:8]([C:11]3[CH:16]=[CH:15][C:14]([O:17][CH2:18][CH2:19][CH2:32][NH:33][CH3:34])=[C:13]([C:26]([F:29])([F:28])[F:27])[CH:12]=3)[N:7]=[C:6]([C:30]#[N:31])[C:5]=2[N:4]=[CH:3]1. (7) Given the reactants [CH3:1][CH:2]1[CH2:7][C:6](=[O:8])[CH2:5][CH2:4][N:3]1[C:9]([O:11][CH2:12][C:13]1[CH:18]=[CH:17][CH:16]=[CH:15][CH:14]=1)=[O:10], predict the reaction product. The product is: [CH3:1][C@H:2]1[CH2:7][C:6](=[O:8])[CH2:5][CH2:4][N:3]1[C:9]([O:11][CH2:12][C:13]1[CH:18]=[CH:17][CH:16]=[CH:15][CH:14]=1)=[O:10].